Dataset: Reaction yield outcomes from USPTO patents with 853,638 reactions. Task: Predict the reaction yield, written as a fraction of the theoretical maximum amount of product (1.0 means a 100% yield; for example, 0.34 means a 34% yield). (1) The reactants are [NH2:1][C:2]1[CH:7]=[CH:6][N:5]=[CH:4][N:3]=1.[CH3:8][O:9][C:10]1[CH:17]=[C:16]([O:18][CH3:19])[CH:15]=[CH:14][C:11]=1[CH:12]=O.N1CCCCC1.[BH4-].[Na+]. The catalyst is C1(C)C=CC=CC=1.O. The product is [CH3:8][O:9][C:10]1[CH:17]=[C:16]([O:18][CH3:19])[CH:15]=[CH:14][C:11]=1[CH2:12][NH:1][C:2]1[CH:7]=[CH:6][N:5]=[CH:4][N:3]=1. The yield is 0.520. (2) No catalyst specified. The reactants are S(=O)(=O)(O)O.[Cl:6][C:7]1[C:15]([N+:16]([O-:18])=[O:17])=[CH:14][CH:13]=[CH:12][C:8]=1[C:9]([OH:11])=[O:10].[CH3:19]O. The product is [CH3:19][O:10][C:9](=[O:11])[C:8]1[CH:12]=[CH:13][CH:14]=[C:15]([N+:16]([O-:18])=[O:17])[C:7]=1[Cl:6]. The yield is 0.990. (3) The reactants are [N:1]1[CH:6]=[CH:5][CH:4]=[CH:3][C:2]=1[C:7]1[N:12]=[C:11]([CH3:13])[C:10]([C:14]([OH:16])=O)=[CH:9][N:8]=1.[CH2:17]([C:19]1[C:27]2[C:22](=[CH:23][CH:24]=[C:25]([C:28]([F:31])([F:30])[F:29])[CH:26]=2)[N:21]([NH2:32])[CH:20]=1)[CH3:18].C[N+]1(C2N=C(OC)N=C(OC)N=2)CCOCC1.[Cl-]. The catalyst is CN(C=O)C.C([O-])([O-])=O.[Na+].[Na+]. The product is [CH2:17]([C:19]1[C:27]2[C:22](=[CH:23][CH:24]=[C:25]([C:28]([F:29])([F:31])[F:30])[CH:26]=2)[N:21]([NH:32][C:14]([C:10]2[C:11]([CH3:13])=[N:12][C:7]([C:2]3[CH:3]=[CH:4][CH:5]=[CH:6][N:1]=3)=[N:8][CH:9]=2)=[O:16])[CH:20]=1)[CH3:18]. The yield is 0.550. (4) The product is [Cl:41][C:23]1[C:24]([NH:26][C:27]2[CH:32]=[CH:31][CH:30]=[CH:29][C:28]=2[S:33]([N:36]2[CH2:40][CH2:39][CH2:38][CH2:37]2)(=[O:35])=[O:34])=[N:25][C:20]([NH:1][C:2]2[C:16]([O:17][CH3:18])=[CH:15][C:5]3[CH2:6][CH2:7][N:8]([CH2:11][CH:12]([OH:14])[CH3:13])[CH2:9][CH2:10][C:4]=3[CH:3]=2)=[N:21][CH:22]=1. The yield is 0.670. No catalyst specified. The reactants are [NH2:1][C:2]1[C:16]([O:17][CH3:18])=[CH:15][C:5]2[CH2:6][CH2:7][N:8]([CH2:11][CH:12]([OH:14])[CH3:13])[CH2:9][CH2:10][C:4]=2[CH:3]=1.Cl[C:20]1[N:25]=[C:24]([NH:26][C:27]2[CH:32]=[CH:31][CH:30]=[CH:29][C:28]=2[S:33]([N:36]2[CH2:40][CH2:39][CH2:38][CH2:37]2)(=[O:35])=[O:34])[C:23]([Cl:41])=[CH:22][N:21]=1. (5) The reactants are C([O:8][C:9]1[CH:28]=[CH:27][C:12]([CH2:13][C:14]2[CH:18]=[C:17]([C:19]3[C:20]([NH2:26])=[N:21][C:22]([NH2:25])=[CH:23][CH:24]=3)[O:16][N:15]=2)=[CH:11][CH:10]=1)C1C=CC=CC=1.C1(SC)C=CC=CC=1.C(=O)([O-])O.[Na+]. The catalyst is FC(F)(F)C(O)=O. The product is [NH2:26][C:20]1[C:19]([C:17]2[O:16][N:15]=[C:14]([CH2:13][C:12]3[CH:27]=[CH:28][C:9]([OH:8])=[CH:10][CH:11]=3)[CH:18]=2)=[CH:24][CH:23]=[C:22]([NH2:25])[N:21]=1. The yield is 0.950. (6) The reactants are [CH2:1]([O:8][C:9](=[O:41])[NH:10][C@@H:11]1[CH2:17][CH2:16][CH2:15][N:14]([C:18]2[N:19]([CH3:40])[N:20]=[CH:21][C:22]=2[NH:23][C:24]([C:26]2[N:27]=[C:28](Br)[S:29][C:30]=2[NH:31][C:32]([O:34][C:35]([CH3:38])([CH3:37])[CH3:36])=[O:33])=[O:25])[CH2:13][CH2:12]1)[C:2]1[CH:7]=[CH:6][CH:5]=[CH:4][CH:3]=1.CC1(C)C(C)(C)OB([C:50]2[CH:55]=[CH:54][CH:53]=[C:52]([C:56]([F:59])([F:58])[F:57])[CH:51]=2)O1.C(=O)([O-])[O-].[Na+].[Na+].C([O-])(=O)C.[K+].ClCCl. The catalyst is Cl[Pd]Cl.C1(P(C2C=CC=CC=2)[C-]2C=CC=C2)C=CC=CC=1.[C-]1(P(C2C=CC=CC=2)C2C=CC=CC=2)C=CC=C1.[Fe+2].O.C(#N)C. The product is [CH2:1]([O:8][C:9](=[O:41])[NH:10][C@@H:11]1[CH2:17][CH2:16][CH2:15][N:14]([C:18]2[N:19]([CH3:40])[N:20]=[CH:21][C:22]=2[NH:23][C:24]([C:26]2[N:27]=[C:28]([C:50]3[CH:55]=[CH:54][CH:53]=[C:52]([C:56]([F:59])([F:58])[F:57])[CH:51]=3)[S:29][C:30]=2[NH:31][C:32]([O:34][C:35]([CH3:38])([CH3:37])[CH3:36])=[O:33])=[O:25])[CH2:13][CH2:12]1)[C:2]1[CH:7]=[CH:6][CH:5]=[CH:4][CH:3]=1. The yield is 0.668. (7) The reactants are [CH2:1]([S:8][C:9]1[C:10]([CH2:17][OH:18])=[CH:11][S:12][C:13]=1[N+:14]([O-:16])=[O:15])[C:2]1[CH:7]=[CH:6][CH:5]=[CH:4][CH:3]=1.C(N(C(C)C)CC)(C)C.[CH3:28][O:29][CH2:30]Cl. The catalyst is ClCCl. The product is [CH2:1]([S:8][C:9]1[C:10]([CH2:17][O:18][CH2:28][O:29][CH3:30])=[CH:11][S:12][C:13]=1[N+:14]([O-:16])=[O:15])[C:2]1[CH:7]=[CH:6][CH:5]=[CH:4][CH:3]=1. The yield is 0.940. (8) The reactants are [Cl:1][C:2]1[N:7]=[C:6](Cl)[CH:5]=[CH:4][N:3]=1.[CH3:9][C:10]1[C:17](B2OC(C)(C)C(C)(C)O2)=[CH:16][CH:15]=[CH:14][C:11]=1[CH:12]=[O:13]. No catalyst specified. The product is [Cl:1][C:2]1[N:7]=[C:6]([C:17]2[C:10]([CH3:9])=[C:11]([CH:14]=[CH:15][CH:16]=2)[CH:12]=[O:13])[CH:5]=[CH:4][N:3]=1. The yield is 0.500.